From a dataset of Full USPTO retrosynthesis dataset with 1.9M reactions from patents (1976-2016). Predict the reactants needed to synthesize the given product. (1) Given the product [N:19]1([C:2]2[CH:3]=[C:4]([N:8]3[N:12]=[N:11][C:10]([C:13]4[CH:18]=[CH:17][CH:16]=[CH:15][N:14]=4)=[N:9]3)[CH:5]=[CH:6][CH:7]=2)[CH:23]=[CH:22][N:21]=[CH:20]1, predict the reactants needed to synthesize it. The reactants are: I[C:2]1[CH:3]=[C:4]([N:8]2[N:12]=[N:11][C:10]([C:13]3[CH:18]=[CH:17][CH:16]=[CH:15][N:14]=3)=[N:9]2)[CH:5]=[CH:6][CH:7]=1.[NH:19]1[CH:23]=[CH:22][N:21]=[CH:20]1.C(=O)([O-])[O-].[K+].[K+].NC1CCCCC1N.Cl.CCOCC. (2) Given the product [F:1][C:2]1[CH:3]=[C:4]([C:8]2[CH:9]=[C:10]([C:11]3[CH:16]=[CH:15][CH:14]=[C:13]([F:17])[CH:12]=3)[NH:24][C:22](=[O:23])[C:21]=2[C:19]#[N:20])[CH:5]=[CH:6][CH:7]=1, predict the reactants needed to synthesize it. The reactants are: [F:1][C:2]1[CH:3]=[C:4]([C:8](=O)/[CH:9]=[CH:10]/[C:11]2[CH:16]=[CH:15][CH:14]=[C:13]([F:17])[CH:12]=2)[CH:5]=[CH:6][CH:7]=1.[C:19]([CH2:21][C:22]([NH2:24])=[O:23])#[N:20].CC(C)([O-])C.[K+].O=O.Cl. (3) Given the product [F:24][C:13]([F:12])([C:17]1[CH:22]=[CH:21][C:20]([F:23])=[CH:19][N:18]=1)[C:14]1[N:6]=[C:4]([OH:5])[C:3]2[C:2](=[CH:10][C:9]([CH3:11])=[CH:8][CH:7]=2)[N:1]=1, predict the reactants needed to synthesize it. The reactants are: [NH2:1][C:2]1[CH:10]=[C:9]([CH3:11])[CH:8]=[CH:7][C:3]=1[C:4]([NH2:6])=[O:5].[F:12][C:13]([F:24])([C:17]1[CH:22]=[CH:21][C:20]([F:23])=[CH:19][N:18]=1)[C:14]([O-])=O.[Na+].C[Si](OP(=O)=O)(C)C.O. (4) Given the product [O:7]([CH2:13][C:14]([O:16][CH2:17][CH3:18])=[O:15])[C:1]1[CH:6]=[CH:5][CH:4]=[CH:3][CH:2]=1, predict the reactants needed to synthesize it. The reactants are: [C:1]1([OH:7])[CH:6]=[CH:5][CH:4]=[CH:3][CH:2]=1.[OH-].[Na+].[I-].[Na+].Cl[CH2:13][C:14]([O:16][CH2:17][CH3:18])=[O:15].CC1C=C(OC)C=CC=1. (5) Given the product [C:1]1([C:17]2[NH:22][C:21](=[N:23][C:24]3[C:29]([CH:30]([CH3:31])[CH3:32])=[CH:28][CH:27]=[CH:26][C:25]=3[CH:33]([CH3:35])[CH3:34])[CH:20]=[CH:19][CH:18]=2)[CH:6]=[CH:5][CH:4]=[CH:3][CH:2]=1, predict the reactants needed to synthesize it. The reactants are: [C:1]1(B(O)O)[CH:6]=[CH:5][CH:4]=[CH:3][CH:2]=1.C([O-])([O-])=O.[Na+].[Na+].Br[C:17]1[NH:22][C:21](=[N:23][C:24]2[C:29]([CH:30]([CH3:32])[CH3:31])=[CH:28][CH:27]=[CH:26][C:25]=2[CH:33]([CH3:35])[CH3:34])[CH:20]=[CH:19][CH:18]=1. (6) The reactants are: [F:1][C:2]1[CH:7]=[C:6]([N+:8]([O-])=O)[CH:5]=[C:4]([F:11])[C:3]=1[N:12]1[CH2:17][CH2:16][S:15](=[O:19])(=[O:18])[CH2:14][CH2:13]1.[H][H]. Given the product [O:19]=[S:15]1(=[O:18])[CH2:16][CH2:17][N:12]([C:3]2[C:4]([F:11])=[CH:5][C:6]([NH2:8])=[CH:7][C:2]=2[F:1])[CH2:13][CH2:14]1, predict the reactants needed to synthesize it.